From a dataset of NCI-60 drug combinations with 297,098 pairs across 59 cell lines. Regression. Given two drug SMILES strings and cell line genomic features, predict the synergy score measuring deviation from expected non-interaction effect. (1) Drug 2: C1CC(C1)(C(=O)O)C(=O)O.[NH2-].[NH2-].[Pt+2]. Synergy scores: CSS=4.09, Synergy_ZIP=-4.26, Synergy_Bliss=-7.97, Synergy_Loewe=-3.04, Synergy_HSA=-4.77. Cell line: SK-OV-3. Drug 1: CCC(=C(C1=CC=CC=C1)C2=CC=C(C=C2)OCCN(C)C)C3=CC=CC=C3.C(C(=O)O)C(CC(=O)O)(C(=O)O)O. (2) Drug 1: CNC(=O)C1=CC=CC=C1SC2=CC3=C(C=C2)C(=NN3)C=CC4=CC=CC=N4. Drug 2: CCCS(=O)(=O)NC1=C(C(=C(C=C1)F)C(=O)C2=CNC3=C2C=C(C=N3)C4=CC=C(C=C4)Cl)F. Cell line: HCC-2998. Synergy scores: CSS=-8.52, Synergy_ZIP=2.91, Synergy_Bliss=-2.64, Synergy_Loewe=-15.3, Synergy_HSA=-11.2. (3) Drug 1: CC1C(C(CC(O1)OC2CC(CC3=C2C(=C4C(=C3O)C(=O)C5=C(C4=O)C(=CC=C5)OC)O)(C(=O)C)O)N)O.Cl. Drug 2: CN1C2=C(C=C(C=C2)N(CCCl)CCCl)N=C1CCCC(=O)O.Cl. Cell line: NCI/ADR-RES. Synergy scores: CSS=-3.88, Synergy_ZIP=0.188, Synergy_Bliss=-2.78, Synergy_Loewe=-5.94, Synergy_HSA=-5.14. (4) Drug 1: C1=NC(=NC(=O)N1C2C(C(C(O2)CO)O)O)N. Drug 2: C1=CC=C(C=C1)NC(=O)CCCCCCC(=O)NO. Cell line: HT29. Synergy scores: CSS=7.20, Synergy_ZIP=-0.971, Synergy_Bliss=4.18, Synergy_Loewe=-8.20, Synergy_HSA=1.10. (5) Drug 1: C1=C(C(=O)NC(=O)N1)N(CCCl)CCCl. Drug 2: CCC1(CC2CC(C3=C(CCN(C2)C1)C4=CC=CC=C4N3)(C5=C(C=C6C(=C5)C78CCN9C7C(C=CC9)(C(C(C8N6C)(C(=O)OC)O)OC(=O)C)CC)OC)C(=O)OC)O.OS(=O)(=O)O. Cell line: T-47D. Synergy scores: CSS=28.9, Synergy_ZIP=-10.6, Synergy_Bliss=-2.04, Synergy_Loewe=-12.5, Synergy_HSA=0.212. (6) Drug 1: C1CCN(CC1)CCOC2=CC=C(C=C2)C(=O)C3=C(SC4=C3C=CC(=C4)O)C5=CC=C(C=C5)O. Drug 2: CS(=O)(=O)OCCCCOS(=O)(=O)C. Cell line: MALME-3M. Synergy scores: CSS=0.662, Synergy_ZIP=0.249, Synergy_Bliss=3.77, Synergy_Loewe=-1.58, Synergy_HSA=-0.209. (7) Drug 1: CC1=CC=C(C=C1)C2=CC(=NN2C3=CC=C(C=C3)S(=O)(=O)N)C(F)(F)F. Drug 2: C1CN(CCN1C(=O)CCBr)C(=O)CCBr. Cell line: HOP-92. Synergy scores: CSS=16.6, Synergy_ZIP=-4.86, Synergy_Bliss=-3.56, Synergy_Loewe=-3.90, Synergy_HSA=-3.25.